From a dataset of Full USPTO retrosynthesis dataset with 1.9M reactions from patents (1976-2016). Predict the reactants needed to synthesize the given product. (1) Given the product [CH3:77][O:78][C:79](=[O:83])[CH2:80][CH2:81][NH:82][C:23](=[O:24])[C:22]1[CH:21]=[CH:20][C:19]([CH:16]2[CH2:17][CH2:18][CH:14]([NH:13][C@@H:11]([C:1]3[C:10]4[C:5](=[CH:6][CH:7]=[CH:8][CH:9]=4)[CH:4]=[CH:3][CH:2]=3)[CH3:12])[CH2:15]2)=[CH:27][CH:26]=1, predict the reactants needed to synthesize it. The reactants are: [C:1]1([CH:11]([NH:13][CH:14]2[CH2:18][CH2:17][CH:16]([C:19]3[CH:27]=[CH:26][C:22]([C:23](O)=[O:24])=[CH:21][CH:20]=3)[CH2:15]2)[CH3:12])[C:10]2[C:5](=[CH:6][CH:7]=[CH:8][CH:9]=2)[CH:4]=[CH:3][CH:2]=1.C1([C@H](NC2CCC(C3C=CC(C(O)=O)=CC=3)C2)C)C2C(=CC=CC=2)C=CC=1.C1N=CN(C(N2C=NC=C2)=O)C=1.CCN(C(C)C)C(C)C.Cl.[CH3:77][O:78][C:79](=[O:83])[CH2:80][CH2:81][NH2:82]. (2) Given the product [OH:16][C:17]1[CH:22]=[CH:21][C:20]([C:2]2[C:3]3[CH:11]=[C:10]([C:12]([O:14][CH3:15])=[O:13])[CH:9]=[CH:8][C:4]=3[S:5][C:6]=2[CH3:7])=[C:19]([CH3:26])[CH:18]=1, predict the reactants needed to synthesize it. The reactants are: Br[C:2]1[C:3]2[CH:11]=[C:10]([C:12]([O:14][CH3:15])=[O:13])[CH:9]=[CH:8][C:4]=2[S:5][C:6]=1[CH3:7].[OH:16][C:17]1[CH:22]=[CH:21][C:20](B(O)O)=[C:19]([CH3:26])[CH:18]=1. (3) Given the product [Cl-:14].[CH3:13][O:12][C:10](=[O:11])[CH2:9][C:6]1[N:7]=[CH:8][C:3]([CH2:1][NH3+:2])=[CH:4][CH:5]=1, predict the reactants needed to synthesize it. The reactants are: [C:1]([C:3]1[CH:4]=[CH:5][C:6]([CH2:9][C:10]([O:12][CH3:13])=[O:11])=[N:7][CH:8]=1)#[N:2].[ClH:14]. (4) Given the product [OH:36][C:37]1[CH:45]=[CH:44][CH:43]=[CH:42][C:38]=1[C:39]([NH:1][C:2]1[CH:20]=[CH:19][CH:18]=[CH:17][C:3]=1[C:4]([NH:6][CH2:7][CH2:8][CH2:9][CH2:10][CH2:11][CH2:12][CH2:13][C:14]([OH:16])=[O:15])=[O:5])=[O:40], predict the reactants needed to synthesize it. The reactants are: [NH2:1][C:2]1[CH:20]=[CH:19][CH:18]=[CH:17][C:3]=1[C:4]([NH:6][CH2:7][CH2:8][CH2:9][CH2:10][CH2:11][CH2:12][CH2:13][C:14]([OH:16])=[O:15])=[O:5].C[Si](Cl)(C)C.C(N(CC)CC)C.C([O:36][C:37]1[C:38](=[CH:42][CH:43]=[CH:44][CH:45]=1)[C:39](Cl)=[O:40])(=O)C.[OH-].[Na+].Cl.